The task is: Predict which catalyst facilitates the given reaction.. This data is from Catalyst prediction with 721,799 reactions and 888 catalyst types from USPTO. (1) Reactant: [CH3:1][S:2][C:3]1[N:4]=[C:5]([OH:19])[C:6]2[N:11]=[C:10]([C:12]3[CH:17]=[CH:16][CH:15]=[C:14]([CH3:18])[CH:13]=3)[O:9][C:7]=2[N:8]=1.C(=O)([O-])[O-].[K+].[K+].Br[CH2:27][CH2:28][CH3:29].O. Product: [CH3:1][S:2][C:3]1[N:4]([CH2:27][CH2:28][CH3:29])[C:5](=[O:19])[C:6]2[N:11]=[C:10]([C:12]3[CH:17]=[CH:16][CH:15]=[C:14]([CH3:18])[CH:13]=3)[O:9][C:7]=2[N:8]=1.[CH3:1][S:2][C:3]1[N:4]=[C:5]([O:19][CH2:27][CH2:28][CH3:29])[C:6]2[N:11]=[C:10]([C:12]3[CH:17]=[CH:16][CH:15]=[C:14]([CH3:18])[CH:13]=3)[O:9][C:7]=2[N:8]=1. The catalyst class is: 9. (2) Reactant: [CH3:1][C:2]1[CH:3]=[C:4]2[C:8](=[CH:9][CH:10]=1)[N:7]([N:11]=O)[CH:6]([C:13]1[CH:18]=[CH:17][CH:16]=[CH:15][CH:14]=1)[CH2:5]2.[Cl-].[NH4+].[CH3:21][C:22]([CH3:24])=O. Product: [CH3:1][C:2]1[CH:3]=[C:4]2[C:8](=[CH:9][CH:10]=1)[N:7]([N:11]=[C:22]([CH3:24])[CH3:21])[CH:6]([C:13]1[CH:18]=[CH:17][CH:16]=[CH:15][CH:14]=1)[CH2:5]2. The catalyst class is: 401. (3) Reactant: [NH2:1][C:2]1[C:6]([C:7]([O:9][CH2:10][CH3:11])=[O:8])=[C:5]([CH3:12])[N:4]([C:13]2[CH:18]=[CH:17][C:16]([N+:19]([O-:21])=[O:20])=[CH:15][CH:14]=2)[N:3]=1.C(N(CC)CC)C.Cl[C:30](Cl)([O:32]C(=O)OC(Cl)(Cl)Cl)Cl.[F:41][C:42]1[C:48]([O:49][CH3:50])=[CH:47][CH:46]=[CH:45][C:43]=1[NH2:44]. Product: [F:41][C:42]1[C:48]([O:49][CH3:50])=[CH:47][CH:46]=[CH:45][C:43]=1[NH:44][C:30](=[O:32])[NH:1][C:2]1[C:6]([C:7]([O:9][CH2:10][CH3:11])=[O:8])=[C:5]([CH3:12])[N:4]([C:13]2[CH:18]=[CH:17][C:16]([N+:19]([O-:21])=[O:20])=[CH:15][CH:14]=2)[N:3]=1. The catalyst class is: 4. (4) Reactant: [C:1]([C:4]1[CH:5]=[C:6]2[C:14](=[CH:15][CH:16]=1)[N:13]([CH2:17][CH2:18][CH3:19])[C:12]1[CH:11]=[CH:10][CH:9]=[C:8]([C:20]([NH2:22])=O)[C:7]2=1)(=[O:3])[CH3:2].C(N(CC)CC)C.FC(F)(F)C(OC(=O)C(F)(F)F)=O. Product: [C:1]([C:4]1[CH:5]=[C:6]2[C:14](=[CH:15][CH:16]=1)[N:13]([CH2:17][CH2:18][CH3:19])[C:12]1[CH:11]=[CH:10][CH:9]=[C:8]([C:20]#[N:22])[C:7]2=1)(=[O:3])[CH3:2]. The catalyst class is: 4. (5) Reactant: C(OC([N:8]1[C:16]2[C:11](=[CH:12][C:13]([CH2:17][CH2:18][CH2:19][CH2:20][CH2:21][N:22]([CH2:24][CH:25]=[CH2:26])[CH3:23])=[CH:14][CH:15]=2)[CH:10]=[CH:9]1)=O)(C)(C)C.O.[OH-].[Na+]. Product: [CH2:24]([N:22]([CH2:21][CH2:20][CH2:19][CH2:18][CH2:17][C:13]1[CH:12]=[C:11]2[C:16](=[CH:15][CH:14]=1)[NH:8][CH:9]=[CH:10]2)[CH3:23])[CH:25]=[CH2:26]. The catalyst class is: 8. (6) Reactant: C([O:4][CH2:5][CH2:6][CH:7]([NH:19][C:20]([N:22]1[CH2:27][C:26](=[O:28])[NH:25][C:24]2[CH:29]=[CH:30][CH:31]=[N:32][C:23]1=2)=[O:21])[C:8]1[CH:13]=[CH:12][C:11]([O:14][C:15]([F:18])([F:17])[F:16])=[CH:10][CH:9]=1)(=O)C.C(=O)([O-])[O-].[K+].[K+]. Product: [OH:4][CH2:5][CH2:6][CH:7]([NH:19][C:20]([N:22]1[CH2:27][C:26](=[O:28])[NH:25][C:24]2[CH:29]=[CH:30][CH:31]=[N:32][C:23]1=2)=[O:21])[C:8]1[CH:9]=[CH:10][C:11]([O:14][C:15]([F:18])([F:16])[F:17])=[CH:12][CH:13]=1. The catalyst class is: 5.